Dataset: Reaction yield outcomes from USPTO patents with 853,638 reactions. Task: Predict the reaction yield, written as a fraction of the theoretical maximum amount of product (1.0 means a 100% yield; for example, 0.34 means a 34% yield). (1) The reactants are CN(C)/[CH:3]=[C:4](\[N+:10]#[C-:11])/[C:5]([O:7][CH2:8][CH3:9])=[O:6].[CH:13]([NH2:16])([CH3:15])[CH3:14]. The catalyst is CCCCO. The product is [CH:13]([N:16]1[CH:3]=[C:4]([C:5]([O:7][CH2:8][CH3:9])=[O:6])[N:10]=[CH:11]1)([CH3:15])[CH3:14]. The yield is 0.850. (2) The reactants are Cl[C:2]1[CH:7]=[C:6]([O:8][CH:9]([C:14]2[CH:19]=[CH:18][CH:17]=[CH:16][CH:15]=2)[C:10]([F:13])([F:12])[F:11])[N:5]=[CH:4][N:3]=1.B([C:23]1[CH:34]=[CH:33][C:26]([CH2:27][C@@H:28]([C:30]([OH:32])=[O:31])[NH2:29])=[CH:25][CH:24]=1)(O)O.C(#N)C.C(=O)([O-])[O-].[Na+].[Na+]. The catalyst is O. The product is [NH2:29][CH:28]([CH2:27][C:26]1[CH:33]=[CH:34][C:23]([C:2]2[CH:7]=[C:6]([O:8][CH:9]([C:14]3[CH:19]=[CH:18][CH:17]=[CH:16][CH:15]=3)[C:10]([F:13])([F:12])[F:11])[N:5]=[CH:4][N:3]=2)=[CH:24][CH:25]=1)[C:30]([OH:32])=[O:31]. The yield is 0.110. (3) The reactants are [F:1][C:2]1[CH:3]=[N:4][C:5]([C:8]#[N:9])=[N:6][CH:7]=1.C[Mg+].[Br-].[C:13](OC(=O)C)(=[O:15])[CH3:14].[C:20](=O)(O)[O-].[Na+]. The catalyst is C1COCC1.CCOCC.C(Cl)Cl. The product is [F:1][C:2]1[CH:3]=[N:4][C:5]([C:8]([NH:9][C:13](=[O:15])[CH3:14])=[CH2:20])=[N:6][CH:7]=1. The yield is 0.260. (4) The catalyst is C1COCC1. The product is [Br:1][C:2]1[CH:3]=[C:4]([F:14])[C:5]([CH:8]=[O:9])=[N:6][CH:7]=1. The reactants are [Br:1][C:2]1[CH:3]=[C:4]([F:14])[C:5]([C:8](N(OC)C)=[O:9])=[N:6][CH:7]=1.[H-].[H-].[H-].[H-].[Li+].[Al+3]. The yield is 0.887.